From a dataset of Forward reaction prediction with 1.9M reactions from USPTO patents (1976-2016). Predict the product of the given reaction. (1) Given the reactants [Cl:1][C:2]1[CH:3]=[C:4]([NH2:20])[CH:5]=[C:6]([Cl:19])[C:7]=1[CH2:8][C:9]1[N:10]=[CH:11][C:12]2[C:17]([CH:18]=1)=[CH:16][CH:15]=[CH:14][CH:13]=2.[Cl:21][C:22]1[CH:27]=[C:26]([Cl:28])[CH:25]=[CH:24][C:23]=1[S:29](Cl)(=[O:31])=[O:30], predict the reaction product. The product is: [Cl:21][C:22]1[CH:27]=[C:26]([Cl:28])[CH:25]=[CH:24][C:23]=1[S:29]([NH:20][C:4]1[CH:5]=[C:6]([Cl:19])[C:7]([CH2:8][C:9]2[N:10]=[CH:11][C:12]3[C:17]([CH:18]=2)=[CH:16][CH:15]=[CH:14][CH:13]=3)=[C:2]([Cl:1])[CH:3]=1)(=[O:31])=[O:30]. (2) Given the reactants [CH3:1][C:2]([C:12]1[CH:16]=[C:15]([NH:17][C:18]([C@@H:20]2[CH2:24][CH2:23][CH2:22][N:21]2[C:25]2[CH:30]=[CH:29][C:28]([Cl:31])=[CH:27][CH:26]=2)=[O:19])[O:14][N:13]=1)([CH3:11])[CH2:3][O:4]C1CCCCO1.CO.O.C1(C)C=CC(S(O)(=O)=O)=CC=1.C(#N)C, predict the reaction product. The product is: [OH:4][CH2:3][C:2]([C:12]1[CH:16]=[C:15]([NH:17][C:18]([C@@H:20]2[CH2:24][CH2:23][CH2:22][N:21]2[C:25]2[CH:30]=[CH:29][C:28]([Cl:31])=[CH:27][CH:26]=2)=[O:19])[O:14][N:13]=1)([CH3:11])[CH3:1]. (3) Given the reactants [ClH:1].[Cl:2][C:3]1[CH:4]=[N:5][C:6](=O)[NH:7][CH:8]=1, predict the reaction product. The product is: [ClH:2].[Cl:1][C:4]1[C:3]([Cl:2])=[CH:8][N:7]=[CH:6][N:5]=1. (4) Given the reactants [H-].[H-].[H-].[H-].[Li+].[Al+3].C([O:9][C:10](=O)[C:11]1[CH:16]=[CH:15][C:14]([CH2:17][N:18]2[CH2:23][CH2:22][N:21]([CH2:24][CH3:25])[CH2:20][CH2:19]2)=[CH:13][CH:12]=1)C.[OH-].[Na+].O, predict the reaction product. The product is: [CH2:24]([N:21]1[CH2:22][CH2:23][N:18]([CH2:17][C:14]2[CH:15]=[CH:16][C:11]([CH2:10][OH:9])=[CH:12][CH:13]=2)[CH2:19][CH2:20]1)[CH3:25]. (5) Given the reactants [C:1]([NH:4][C:5]1[CH:6]=[CH:7][CH:8]=[C:9]2[C:13]=1[C:12](=[O:14])[N:11]([CH:15]([C:20]1[CH:25]=[CH:24][C:23]([O:26][CH:27]([F:29])[F:28])=[C:22]([O:30][CH2:31][CH3:32])[CH:21]=1)[CH2:16][C:17]([OH:19])=O)[CH2:10]2)(=[O:3])[CH3:2].C1N=C[N:35](C(N2C=NC=C2)=O)C=1.[NH4+].[OH-], predict the reaction product. The product is: [C:1]([NH:4][C:5]1[CH:6]=[CH:7][CH:8]=[C:9]2[C:13]=1[C:12](=[O:14])[N:11]([CH:15]([C:20]1[CH:25]=[CH:24][C:23]([O:26][CH:27]([F:29])[F:28])=[C:22]([O:30][CH2:31][CH3:32])[CH:21]=1)[CH2:16][C:17]([NH2:35])=[O:19])[CH2:10]2)(=[O:3])[CH3:2].